This data is from Forward reaction prediction with 1.9M reactions from USPTO patents (1976-2016). The task is: Predict the product of the given reaction. (1) Given the reactants [Br:1][C:2]1[N:3]=[C:4]([NH:10][C:11]2[CH:16]=[CH:15][C:14]([CH:17]3[CH2:22][CH2:21][NH:20][CH2:19][CH2:18]3)=[CH:13][CH:12]=2)[C:5](=[O:9])[N:6]([CH3:8])[CH:7]=1.[O:23]1[CH2:26][C:25](=O)[CH2:24]1.C([BH3-])#N.[Na+], predict the reaction product. The product is: [Br:1][C:2]1[N:3]=[C:4]([NH:10][C:11]2[CH:12]=[CH:13][C:14]([CH:17]3[CH2:22][CH2:21][N:20]([CH:25]4[CH2:26][O:23][CH2:24]4)[CH2:19][CH2:18]3)=[CH:15][CH:16]=2)[C:5](=[O:9])[N:6]([CH3:8])[CH:7]=1. (2) The product is: [C:1]1([CH:7]([C:11]2[CH:16]=[CH:15][C:14]([F:17])=[CH:13][CH:12]=2)[CH2:8][CH2:9][Br:19])[CH:6]=[CH:5][CH:4]=[CH:3][CH:2]=1.[CH3:3][CH2:2][CH2:1][CH:7]([CH3:11])[CH3:8]. Given the reactants [C:1]1([CH:7]([C:11]2[CH:16]=[CH:15][C:14]([F:17])=[CH:13][CH:12]=2)[CH2:8][CH2:9]O)[CH:6]=[CH:5][CH:4]=[CH:3][CH:2]=1.C(Br)(Br)(Br)[Br:19].C1(P(C2C=CC=CC=2)C2C=CC=CC=2)C=CC=CC=1, predict the reaction product. (3) Given the reactants C1(=O)OC(=O)C2=CC=CC=C12.[C:12](#[N:21])[C:13]1[C:14](=[CH:17][CH:18]=[CH:19][CH:20]=1)[C:15]#[N:16].[NH3:22], predict the reaction product. The product is: [NH:16]=[C:15]1[C:14]2[C:13](=[CH:20][CH:19]=[CH:18][CH:17]=2)[C:12](=[NH:22])[NH:21]1. (4) Given the reactants Cl[C:2]1[N:7]=[C:6]([NH:8][C:9]2[CH:13]=[C:12]([CH:14]3[CH2:16][CH2:15]3)[NH:11][N:10]=2)[CH:5]=[C:4]([Cl:17])[N:3]=1.C(N(C(C)C)CC)(C)C.[C:27]1([C:33]2[CH:37]=[C:36]([CH2:38][NH2:39])[O:35][N:34]=2)[CH:32]=[CH:31][CH:30]=[CH:29][CH:28]=1, predict the reaction product. The product is: [Cl:17][C:4]1[N:3]=[C:2]([NH:39][CH2:38][C:36]2[O:35][N:34]=[C:33]([C:27]3[CH:28]=[CH:29][CH:30]=[CH:31][CH:32]=3)[CH:37]=2)[N:7]=[C:6]([NH:8][C:9]2[CH:13]=[C:12]([CH:14]3[CH2:16][CH2:15]3)[NH:11][N:10]=2)[CH:5]=1. (5) Given the reactants [OH:1][C:2]([CH3:37])([CH3:36])[C@H:3]([NH:5][C:6]([C:8]1[C:16]2[C:11](=[N:12][CH:13]=[C:14]([C:17]3[C:25]4[C:20](=[CH:21][C:22]([Cl:26])=[CH:23][CH:24]=4)[N:19]([CH3:27])[N:18]=3)[N:15]=2)[N:10](COCC[Si](C)(C)C)[CH:9]=1)=[O:7])[CH3:4].FC(F)(F)C(O)=O.C(N)CN, predict the reaction product. The product is: [OH:1][C:2]([CH3:36])([CH3:37])[C@H:3]([NH:5][C:6]([C:8]1[C:16]2[C:11](=[N:12][CH:13]=[C:14]([C:17]3[C:25]4[C:20](=[CH:21][C:22]([Cl:26])=[CH:23][CH:24]=4)[N:19]([CH3:27])[N:18]=3)[N:15]=2)[NH:10][CH:9]=1)=[O:7])[CH3:4]. (6) Given the reactants [F:1][C:2]([F:7])([F:6])[C:3]([OH:5])=[O:4].[C:8]([C:11]1[S:15][C:14]([S:16][CH3:17])=[C:13]([S:18]([C:21]2[CH:22]=[C:23]([C:27]3[C:32]([CH3:33])=[CH:31][C:30]([O:34]C)=[CH:29][C:28]=3[CH2:36][O:37][CH2:38][C:39]([OH:41])=[O:40])[CH:24]=[CH:25][CH:26]=2)(=[O:20])=[O:19])[CH:12]=1)(=[NH:10])[NH2:9].B(Br)(Br)Br, predict the reaction product. The product is: [F:1][C:2]([F:7])([F:6])[C:3]([OH:5])=[O:4].[C:8]([C:11]1[S:15][C:14]([S:16][CH3:17])=[C:13]([S:18]([C:21]2[CH:22]=[C:23]([C:27]3[C:32]([CH3:33])=[CH:31][C:30]([OH:34])=[CH:29][C:28]=3[CH2:36][O:37][CH2:38][C:39]([OH:41])=[O:40])[CH:24]=[CH:25][CH:26]=2)(=[O:19])=[O:20])[CH:12]=1)(=[NH:9])[NH2:10]. (7) Given the reactants Br[C:2]1[C:3]([C:14]#[N:15])=[N:4][N:5](C(OC(C)(C)C)=O)[CH:6]=1.CC1(C)C(C)(C)OB([C:24]2[C:25]([O:30][C:31]3[CH:36]=[CH:35][C:34]([NH2:37])=[CH:33][CH:32]=3)=[N:26][CH:27]=[CH:28][CH:29]=2)O1.C(=O)([O-])[O-].[Na+].[Na+].F[B-](F)(F)F.C([PH+](C(C)(C)C)C(C)(C)C)(C)(C)C, predict the reaction product. The product is: [NH2:37][C:34]1[CH:35]=[CH:36][C:31]([O:30][C:25]2[C:24]([C:2]3[C:3]([C:14]#[N:15])=[N:4][NH:5][CH:6]=3)=[CH:29][CH:28]=[CH:27][N:26]=2)=[CH:32][CH:33]=1. (8) Given the reactants [F-].[Cs+].[CH3:21][CH2:20][CH2:19][CH2:18][Sn:17](O[Sn:17]([CH2:26][CH2:27][CH2:28][CH3:29])([CH2:22][CH2:23][CH2:24][CH3:25])[CH2:18][CH2:19][CH2:20][CH3:21])([CH2:22][CH2:23][CH2:24][CH3:25])[CH2:26][CH2:27][CH2:28][CH3:29].[F:30][C:31]([Si](C)(C1C=CC=CC=1)C1C=CC=CC=1)=[CH2:32].O, predict the reaction product. The product is: [CH2:26]([Sn:17]([CH2:18][CH2:19][CH2:20][CH3:21])([CH2:22][CH2:23][CH2:24][CH3:25])[C:31]([F:30])=[CH2:32])[CH2:27][CH2:28][CH3:29]. (9) Given the reactants [F:1][C:2]1[CH:7]=[C:6]([F:8])[CH:5]=[CH:4][C:3]=1[C@@:9]1([CH2:13][N:14]2[CH:18]=[N:17][CH:16]=[N:15]2)[C@H:11]([CH3:12])[O:10]1.[NH:19]1[CH2:24][CH2:23][CH2:22][CH:21]([C:25]2[CH:30]=[CH:29][CH:28]=[CH:27][N:26]=2)[CH2:20]1.O.O.O.Cl([O-])(=O)(=O)=O.[Li+], predict the reaction product. The product is: [F:1][C:2]1[CH:7]=[C:6]([F:8])[CH:5]=[CH:4][C:3]=1[C@:9]([OH:10])([C@H:11]([N:19]1[CH2:24][CH2:23][CH2:22][CH:21]([C:25]2[CH:30]=[CH:29][CH:28]=[CH:27][N:26]=2)[CH2:20]1)[CH3:12])[CH2:13][N:14]1[CH:18]=[N:17][CH:16]=[N:15]1.